From a dataset of Catalyst prediction with 721,799 reactions and 888 catalyst types from USPTO. Predict which catalyst facilitates the given reaction. Reactant: C[O:2][C:3](=[O:30])[C:4]1[CH:9]=[CH:8][C:7]([NH:10][C:11](=[O:29])[CH:12]([C:19]2[CH:24]=[CH:23][C:22]([S:25]([CH3:28])(=[O:27])=[O:26])=[CH:21][CH:20]=2)[CH2:13][CH:14]2[CH2:18][CH2:17][CH2:16][CH2:15]2)=[N:6][CH:5]=1.[OH-].[Li+]. Product: [CH:14]1([CH2:13][CH:12]([C:19]2[CH:24]=[CH:23][C:22]([S:25]([CH3:28])(=[O:27])=[O:26])=[CH:21][CH:20]=2)[C:11]([NH:10][C:7]2[CH:8]=[CH:9][C:4]([C:3]([OH:30])=[O:2])=[CH:5][N:6]=2)=[O:29])[CH2:18][CH2:17][CH2:16][CH2:15]1. The catalyst class is: 7.